From a dataset of NCI-60 drug combinations with 297,098 pairs across 59 cell lines. Regression. Given two drug SMILES strings and cell line genomic features, predict the synergy score measuring deviation from expected non-interaction effect. Drug 1: C1=NC2=C(N1)C(=S)N=C(N2)N. Drug 2: CCC(=C(C1=CC=CC=C1)C2=CC=C(C=C2)OCCN(C)C)C3=CC=CC=C3.C(C(=O)O)C(CC(=O)O)(C(=O)O)O. Cell line: SK-OV-3. Synergy scores: CSS=40.0, Synergy_ZIP=-1.68, Synergy_Bliss=-3.42, Synergy_Loewe=-6.17, Synergy_HSA=-2.29.